Task: Regression. Given a peptide amino acid sequence and an MHC pseudo amino acid sequence, predict their binding affinity value. This is MHC class I binding data.. Dataset: Peptide-MHC class I binding affinity with 185,985 pairs from IEDB/IMGT (1) The peptide sequence is WFLDLPLPW. The MHC is HLA-A24:02 with pseudo-sequence HLA-A24:02. The binding affinity (normalized) is 0.539. (2) The peptide sequence is VLIGRRWFR. The MHC is HLA-B15:01 with pseudo-sequence HLA-B15:01. The binding affinity (normalized) is 0.0847. (3) The peptide sequence is SRLKPSSFK. The MHC is HLA-B58:01 with pseudo-sequence HLA-B58:01. The binding affinity (normalized) is 0.0847. (4) The peptide sequence is DVVCNAAML. The MHC is H-2-Kb with pseudo-sequence H-2-Kb. The binding affinity (normalized) is 0.191. (5) The peptide sequence is LIRILQRAL. The MHC is HLA-A02:02 with pseudo-sequence HLA-A02:02. The binding affinity (normalized) is 0.455. (6) The peptide sequence is GPAFVRTKL. The MHC is HLA-A30:01 with pseudo-sequence HLA-A30:01. The binding affinity (normalized) is 0.0847. (7) The peptide sequence is AIIRILQQL. The MHC is HLA-B53:01 with pseudo-sequence HLA-B53:01. The binding affinity (normalized) is 0.0611.